From a dataset of Catalyst prediction with 721,799 reactions and 888 catalyst types from USPTO. Predict which catalyst facilitates the given reaction. Reactant: [N+:1]([C:4]1[CH:9]=[CH:8][C:7]([S:10](Cl)(=[O:12])=[O:11])=[CH:6][CH:5]=1)([O-:3])=[O:2].CN.[CH2:16]([N:18](CC)CC)C. Product: [CH3:16][NH:18][S:10]([C:7]1[CH:8]=[CH:9][C:4]([N+:1]([O-:3])=[O:2])=[CH:5][CH:6]=1)(=[O:12])=[O:11]. The catalyst class is: 79.